From a dataset of Peptide-MHC class I binding affinity with 185,985 pairs from IEDB/IMGT. Regression. Given a peptide amino acid sequence and an MHC pseudo amino acid sequence, predict their binding affinity value. This is MHC class I binding data. The peptide sequence is NSNINVINY. The MHC is HLA-B40:01 with pseudo-sequence HLA-B40:01. The binding affinity (normalized) is 0.0847.